From a dataset of Full USPTO retrosynthesis dataset with 1.9M reactions from patents (1976-2016). Predict the reactants needed to synthesize the given product. Given the product [ClH:14].[F:1][C:2]1[C:3]([C:9]([OH:10])=[O:12])=[N:4][CH:5]=[C:6]([Br:8])[CH:7]=1, predict the reactants needed to synthesize it. The reactants are: [F:1][C:2]1[C:3]([C:9](N)=[O:10])=[N:4][CH:5]=[C:6]([Br:8])[CH:7]=1.[OH-:12].[Na+].[ClH:14].